Task: Binary Classification. Given a drug SMILES string, predict its activity (active/inactive) in a high-throughput screening assay against a specified biological target.. Dataset: KCNQ2 potassium channel screen with 302,405 compounds (1) The compound is O=C(N1CCN(CC1)c1ncccc1)CCC1CCCN(C1)C(=O)c1c(c(ccc1)C)C. The result is 0 (inactive). (2) The drug is Clc1c(=O)n2[nH]c(c(c2nc1C)c1ccc(F)cc1)C. The result is 0 (inactive). (3) The molecule is S(=O)(=O)(NCC1C2CC(C1)CC2)c1c(cc(F)cc1)C. The result is 0 (inactive).